This data is from Full USPTO retrosynthesis dataset with 1.9M reactions from patents (1976-2016). The task is: Predict the reactants needed to synthesize the given product. (1) The reactants are: [Br:1][C:2]1[CH:3]=[CH:4][CH:5]=[C:6]2[C:10]=1[C:9]([CH2:12][C:13]1[CH:18]=[C:17]([O:19][CH3:20])[CH:16]=[C:15]([O:21][CH3:22])[CH:14]=1)(O)[CH2:8][CH2:7]2.C1(C)C=CC(S(O)(=O)=O)=CC=1. Given the product [Br:1][C:2]1[CH:3]=[CH:4][CH:5]=[C:6]2[C:10]=1[C:9]([CH2:12][C:13]1[CH:18]=[C:17]([O:19][CH3:20])[CH:16]=[C:15]([O:21][CH3:22])[CH:14]=1)=[CH:8][CH2:7]2.[Br:1][C:2]1[CH:3]=[CH:4][CH:5]=[C:6]2[C:10]=1/[C:9](=[CH:12]/[C:13]1[CH:18]=[C:17]([O:19][CH3:20])[CH:16]=[C:15]([O:21][CH3:22])[CH:14]=1)/[CH2:8][CH2:7]2, predict the reactants needed to synthesize it. (2) Given the product [NH2:1][C:4]1[CH:12]=[CH:11][CH:10]=[C:9]2[C:5]=1[CH2:6][CH2:7][CH2:8]2, predict the reactants needed to synthesize it. The reactants are: [N+:1]([C:4]1[CH:12]=[CH:11][CH:10]=[C:9]2[C:5]=1[CH2:6][CH2:7][CH2:8]2)([O-])=O.C(OCC)(=O)C. (3) The reactants are: [Cl:1][C:2]1[CH:28]=[CH:27][C:5]([CH2:6][N:7]2[C:15]3[C:10](=[CH:11][C:12]([CH:16]=[C:17]4[S:21][C:20](SCCC)=[N:19][C:18]4=[O:26])=[CH:13][CH:14]=3)[CH:9]=[N:8]2)=[C:4]([C:29]([F:32])([F:31])[F:30])[CH:3]=1.[NH:33]1[CH2:38][CH2:37][S:36](=[O:40])(=[O:39])[CH2:35][CH2:34]1. Given the product [Cl:1][C:2]1[CH:28]=[CH:27][C:5]([CH2:6][N:7]2[C:15]3[C:10](=[CH:11][C:12]([CH:16]=[C:17]4[S:21][C:20]([N:33]5[CH2:38][CH2:37][S:36](=[O:40])(=[O:39])[CH2:35][CH2:34]5)=[N:19][C:18]4=[O:26])=[CH:13][CH:14]=3)[CH:9]=[N:8]2)=[C:4]([C:29]([F:32])([F:30])[F:31])[CH:3]=1, predict the reactants needed to synthesize it. (4) Given the product [NH2:1][C:2]1[CH:7]=[CH:6][C:5]([S:8][C:9]2[CH:17]=[CH:16][C:12]([C:13]([NH:57][C:58]([C:62]3[CH:67]=[CH:66][CH:65]=[CH:64][CH:63]=3)([CH3:61])[CH2:59][OH:60])=[O:14])=[CH:11][C:10]=2[NH:18][C:19]2[C:20]3[CH:28]=[CH:27][C:26]([CH:29]([CH3:30])[CH3:31])=[N:25][C:21]=3[N:22]=[CH:23][N:24]=2)=[CH:4][C:3]=1[F:32], predict the reactants needed to synthesize it. The reactants are: [NH2:1][C:2]1[CH:7]=[CH:6][C:5]([S:8][C:9]2[CH:17]=[CH:16][C:12]([C:13](O)=[O:14])=[CH:11][C:10]=2[NH:18][C:19]2[C:20]3[CH:28]=[CH:27][C:26]([CH:29]([CH3:31])[CH3:30])=[N:25][C:21]=3[N:22]=[CH:23][N:24]=2)=[CH:4][C:3]=1[F:32].F[P-](F)(F)(F)(F)F.N1(OC(N(C)C)=[N+](C)C)C2N=CC=CC=2N=N1.[NH2:57][C:58]([C:62]1[CH:67]=[CH:66][CH:65]=[CH:64][CH:63]=1)([CH3:61])[CH2:59][OH:60].C(N(CC)C(C)C)(C)C.